This data is from Peptide-MHC class II binding affinity with 134,281 pairs from IEDB. The task is: Regression. Given a peptide amino acid sequence and an MHC pseudo amino acid sequence, predict their binding affinity value. This is MHC class II binding data. (1) The peptide sequence is AFKVAATAANAAPAP. The MHC is DRB1_1001 with pseudo-sequence DRB1_1001. The binding affinity (normalized) is 0.789. (2) The peptide sequence is SKLKLLKGSETTVTE. The MHC is DRB5_0101 with pseudo-sequence DRB5_0101. The binding affinity (normalized) is 0.344. (3) The peptide sequence is WENVPFCSHHFHELQ. The MHC is DRB1_0701 with pseudo-sequence DRB1_0701. The binding affinity (normalized) is 0.638. (4) The peptide sequence is SFVMMSAPPAEYKLQ. The MHC is DRB1_1101 with pseudo-sequence DRB1_1101. The binding affinity (normalized) is 0.661. (5) The peptide sequence is SEDLGKTFSVGTGNC. The MHC is HLA-DQA10201-DQB10402 with pseudo-sequence HLA-DQA10201-DQB10402. The binding affinity (normalized) is 0.316. (6) The peptide sequence is KATLECQVQTAVDFG. The MHC is DRB5_0101 with pseudo-sequence DRB5_0101. The binding affinity (normalized) is 0.444. (7) The peptide sequence is PCKGDSVTIKLDGNL. The MHC is DRB1_1101 with pseudo-sequence DRB1_1101. The binding affinity (normalized) is 0.0585.